From a dataset of Full USPTO retrosynthesis dataset with 1.9M reactions from patents (1976-2016). Predict the reactants needed to synthesize the given product. The reactants are: Cl.[NH2:2][C:3]1[N:4]=[C:5]2[CH:10]=[CH:9][C:8]([O:11][C:12]3[CH:13]=[CH:14][C:15]([CH3:28])=[C:16]([NH:18][C:19]([C:21]4[N:25]([CH3:26])[N:24]=[C:23]([CH3:27])[CH:22]=4)=[O:20])[CH:17]=3)=[N:7][N:6]2[CH:29]=1.[CH3:30][C:31]([CH3:36])=[CH:32][C:33](Cl)=[O:34]. Given the product [CH3:26][N:25]1[C:21]([C:19]([NH:18][C:16]2[CH:17]=[C:12]([O:11][C:8]3[CH:9]=[CH:10][C:5]4[N:6]([CH:29]=[C:3]([NH:2][C:33](=[O:34])[CH:32]=[C:31]([CH3:36])[CH3:30])[N:4]=4)[N:7]=3)[CH:13]=[CH:14][C:15]=2[CH3:28])=[O:20])=[CH:22][C:23]([CH3:27])=[N:24]1, predict the reactants needed to synthesize it.